From a dataset of Peptide-MHC class II binding affinity with 134,281 pairs from IEDB. Regression. Given a peptide amino acid sequence and an MHC pseudo amino acid sequence, predict their binding affinity value. This is MHC class II binding data. (1) The peptide sequence is RTFVATFGAASNKAF. The MHC is DRB1_0901 with pseudo-sequence DRB1_0901. The binding affinity (normalized) is 0.785. (2) The peptide sequence is SCWRGDSNWAQNRMK. The MHC is HLA-DPA10103-DPB10401 with pseudo-sequence HLA-DPA10103-DPB10401. The binding affinity (normalized) is 0.221. (3) The peptide sequence is LNDSGETVKCRAPGG. The MHC is DRB3_0202 with pseudo-sequence DRB3_0202. The binding affinity (normalized) is 0. (4) The peptide sequence is NSQDHGWDLNAASAY. The MHC is DRB1_1302 with pseudo-sequence DRB1_1302. The binding affinity (normalized) is 0.450. (5) The peptide sequence is VRSGGHDYEGLSYRS. The MHC is HLA-DPA10301-DPB10402 with pseudo-sequence HLA-DPA10301-DPB10402. The binding affinity (normalized) is 0.350. (6) The peptide sequence is GPLIEGNTSLLWNGP. The MHC is DRB1_1101 with pseudo-sequence DRB1_1101. The binding affinity (normalized) is 0.186. (7) The peptide sequence is PLHLRYYRITYGETG. The MHC is HLA-DPA10201-DPB10101 with pseudo-sequence HLA-DPA10201-DPB10101. The binding affinity (normalized) is 0.459. (8) The peptide sequence is LTTSQTLLFNILGGWVAAQL. The MHC is DRB5_0101 with pseudo-sequence DRB5_0101. The binding affinity (normalized) is 0.300. (9) The peptide sequence is YDKFLANVRTVLTGK. The binding affinity (normalized) is 0.654. The MHC is DRB1_1001 with pseudo-sequence DRB1_1001. (10) The peptide sequence is AQGKAFYEAVAKAHQ. The MHC is DRB1_0901 with pseudo-sequence DRB1_0901. The binding affinity (normalized) is 0.525.